From a dataset of NCI-60 drug combinations with 297,098 pairs across 59 cell lines. Regression. Given two drug SMILES strings and cell line genomic features, predict the synergy score measuring deviation from expected non-interaction effect. (1) Drug 1: CS(=O)(=O)OCCCCOS(=O)(=O)C. Drug 2: C(CCl)NC(=O)N(CCCl)N=O. Cell line: BT-549. Synergy scores: CSS=10.0, Synergy_ZIP=-3.08, Synergy_Bliss=0.904, Synergy_Loewe=-0.267, Synergy_HSA=0.258. (2) Drug 1: CCCCC(=O)OCC(=O)C1(CC(C2=C(C1)C(=C3C(=C2O)C(=O)C4=C(C3=O)C=CC=C4OC)O)OC5CC(C(C(O5)C)O)NC(=O)C(F)(F)F)O. Drug 2: C1C(C(OC1N2C=NC3=C2NC=NCC3O)CO)O. Cell line: RPMI-8226. Synergy scores: CSS=57.4, Synergy_ZIP=-4.55, Synergy_Bliss=-6.86, Synergy_Loewe=-10.8, Synergy_HSA=-5.80.